Task: Predict the reaction yield, written as a fraction of the theoretical maximum amount of product (1.0 means a 100% yield; for example, 0.34 means a 34% yield).. Dataset: Reaction yield outcomes from USPTO patents with 853,638 reactions (1) The reactants are [Cl:1][C:2]1[CH:7]=[CH:6][N:5]=[C:4]([C@@H:8]([NH:12][S@](C(C)(C)C)=O)[CH2:9][CH:10]=[CH2:11])[CH:3]=1.Cl.CCN(CC)CC.[CH3:27][C:28]([O:31][C:32](O[C:32]([O:31][C:28]([CH3:30])([CH3:29])[CH3:27])=[O:33])=[O:33])([CH3:30])[CH3:29]. The catalyst is CO.ClCCl. The product is [Cl:1][C:2]1[CH:7]=[CH:6][N:5]=[C:4]([C@@H:8]([NH:12][C:32](=[O:33])[O:31][C:28]([CH3:30])([CH3:29])[CH3:27])[CH2:9][CH:10]=[CH2:11])[CH:3]=1. The yield is 0.860. (2) The reactants are [F:1][C:2]([F:17])([F:16])[CH2:3][CH:4]([CH2:11][C:12]([F:15])([F:14])[F:13])[C:5](N(OC)C)=[O:6].[H-].C([Al+]CC(C)C)C(C)C.Cl. The catalyst is C(Cl)Cl. The product is [F:1][C:2]([F:16])([F:17])[CH2:3][CH:4]([CH2:11][C:12]([F:13])([F:14])[F:15])[CH:5]=[O:6]. The yield is 0.650. (3) The reactants are [Si:1]([O:8][CH2:9][C@H:10]([CH2:26][CH:27]=[CH2:28])[CH2:11][C@H:12]1[CH2:16][O:15][C:14]([CH3:18])([CH3:17])[N:13]1[C:19]([O:21][C:22]([CH3:25])([CH3:24])[CH3:23])=[O:20])([C:4]([CH3:7])([CH3:6])[CH3:5])([CH3:3])[CH3:2].S(C)C.[OH-:32].[Na+].OO. The catalyst is C1COCC1.C(OCC)C. The product is [Si:1]([O:8][CH2:9][C@H:10]([CH2:26][CH2:27][CH2:28][OH:32])[CH2:11][C@H:12]1[CH2:16][O:15][C:14]([CH3:17])([CH3:18])[N:13]1[C:19]([O:21][C:22]([CH3:25])([CH3:24])[CH3:23])=[O:20])([C:4]([CH3:7])([CH3:5])[CH3:6])([CH3:3])[CH3:2]. The yield is 0.720. (4) The reactants are C([Li])CCC.C1(C)C=CC(S([CH:15]([N+:23]#[C-:24])[C:16]2[CH:21]=[CH:20][C:19]([F:22])=[CH:18][CH:17]=2)(=O)=O)=CC=1.[Br-].[Li+].[N:28]1[CH:33]=[CH:32][C:31]([CH:34]=[CH:35][C:36]([O:38][CH2:39][CH3:40])=[O:37])=[CH:30][CH:29]=1. The catalyst is CCCCCC.O1CCCC1. The product is [CH2:39]([O:38][C:36]([C:35]1[C:34]([C:31]2[CH:32]=[CH:33][N:28]=[CH:29][CH:30]=2)=[C:15]([C:16]2[CH:17]=[CH:18][C:19]([F:22])=[CH:20][CH:21]=2)[NH:23][CH:24]=1)=[O:37])[CH3:40]. The yield is 0.890. (5) The reactants are [O:1]=[C:2]([N:28]1[CH2:32][CH2:31][CH2:30][CH2:29]1)[C@@H:3]([NH:6][CH2:7][C:8]1[CH:13]=[CH:12][N:11]=[C:10]2[N:14](C(OC(C)(C)C)=O)[CH:15]=[C:16]([C:17]([O:19]C)=[O:18])[C:9]=12)[CH2:4][CH3:5].CO.[OH-].[Na+]. The catalyst is C1COCC1. The product is [O:1]=[C:2]([N:28]1[CH2:29][CH2:30][CH2:31][CH2:32]1)[C@@H:3]([NH:6][CH2:7][C:8]1[CH:13]=[CH:12][N:11]=[C:10]2[NH:14][CH:15]=[C:16]([C:17]([OH:19])=[O:18])[C:9]=12)[CH2:4][CH3:5]. The yield is 0.0917. (6) The reactants are [C:1]([O:5][C:6]([N:8]1[CH2:13][CH2:12][N:11]([C:14]2[N:19]=[CH:18][C:17](Br)=[CH:16][N:15]=2)[CH2:10][CH2:9]1)=[O:7])([CH3:4])([CH3:3])[CH3:2].[F:21][C:22]1[CH:27]=[CH:26][C:25](B(O)O)=[CH:24][CH:23]=1.P([O-])([O-])([O-])=O.[K+].[K+].[K+]. The catalyst is COCCOC.O.C1C=CC([P]([Pd]([P](C2C=CC=CC=2)(C2C=CC=CC=2)C2C=CC=CC=2)([P](C2C=CC=CC=2)(C2C=CC=CC=2)C2C=CC=CC=2)[P](C2C=CC=CC=2)(C2C=CC=CC=2)C2C=CC=CC=2)(C2C=CC=CC=2)C2C=CC=CC=2)=CC=1. The product is [C:1]([O:5][C:6]([N:8]1[CH2:13][CH2:12][N:11]([C:14]2[N:19]=[CH:18][C:17]([C:25]3[CH:26]=[CH:27][C:22]([F:21])=[CH:23][CH:24]=3)=[CH:16][N:15]=2)[CH2:10][CH2:9]1)=[O:7])([CH3:4])([CH3:3])[CH3:2]. The yield is 0.960. (7) The reactants are [Br:1][CH2:2][C@@:3]([OH:8])([CH3:7])[C:4](O)=[O:5].O=S(Cl)Cl.[CH3:13][O:14][C:15]1[CH:20]=[CH:19][C:18]([NH2:21])=[CH:17][CH:16]=1.C(N(CC)CC)C. The catalyst is C1COCC1.C(OCC)(=O)C.O. The product is [Br:1][CH2:2][C@@:3]([OH:8])([CH3:7])[C:4]([NH:21][C:18]1[CH:19]=[CH:20][C:15]([O:14][CH3:13])=[CH:16][CH:17]=1)=[O:5]. The yield is 0.632. (8) The reactants are C[N:2]([CH2:10][C:11]1[CH:15]=[C:14]([C:16]2[CH:21]=[CH:20][CH:19]=[CH:18][CH:17]=2)[NH:13][CH:12]=1)[C:3](=O)OC(C)(C)C.[H-].[Na+].[O:24]1[C:28]2[CH:29]=[CH:30][C:31]([S:33](Cl)(=[O:35])=[O:34])=[CH:32][C:27]=2[CH2:26][CH2:25]1. The catalyst is CN(C)C=O. The product is [O:24]1[C:28]2[CH:29]=[CH:30][C:31]([S:33]([N:13]3[C:14]([C:16]4[CH:17]=[CH:18][CH:19]=[CH:20][CH:21]=4)=[CH:15][C:11]([CH2:10][NH:2][CH3:3])=[CH:12]3)(=[O:35])=[O:34])=[CH:32][C:27]=2[CH2:26][CH2:25]1. The yield is 0.630. (9) The reactants are O.O.Cl[Sn]Cl.[CH3:6][O:7][C:8]1[CH:13]=[CH:12][C:11]([N+:14]([O-])=O)=[CH:10][C:9]=1[C:17]1[N:21]([CH3:22])[N:20]=[C:19]([C:23]([F:26])([F:25])[F:24])[CH:18]=1. The catalyst is CCO. The product is [CH3:6][O:7][C:8]1[CH:13]=[CH:12][C:11]([NH2:14])=[CH:10][C:9]=1[C:17]1[N:21]([CH3:22])[N:20]=[C:19]([C:23]([F:26])([F:24])[F:25])[CH:18]=1. The yield is 0.970. (10) The reactants are [Br:1][C:2]1[N:10]=[CH:9][CH:8]=[CH:7][C:3]=1[C:4]([OH:6])=O.CCN=C=NCCCN(C)C.[C:22]([C:26]1[CH:27]=[C:28]([CH:30]=[CH:31][CH:32]=1)[NH2:29])([CH3:25])([CH3:24])[CH3:23].C(=O)(O)[O-].[Na+]. The catalyst is ClCCl.O. The product is [Br:1][C:2]1[N:10]=[CH:9][CH:8]=[CH:7][C:3]=1[C:4]([NH:29][C:28]1[CH:30]=[CH:31][CH:32]=[C:26]([C:22]([CH3:25])([CH3:24])[CH3:23])[CH:27]=1)=[O:6]. The yield is 0.590.